Dataset: HIV replication inhibition screening data with 41,000+ compounds from the AIDS Antiviral Screen. Task: Binary Classification. Given a drug SMILES string, predict its activity (active/inactive) in a high-throughput screening assay against a specified biological target. (1) The compound is CN(C)c1ccc2c(c1)-c1cc(N(C)C)ccc1C2=CC=C1C(=O)NC(=S)NC1=O. The result is 0 (inactive). (2) The molecule is CC(=O)c1cccc(NC(=O)C(=O)NNc2n[nH]c(=S)n2N)c1. The result is 0 (inactive).